From a dataset of Catalyst prediction with 721,799 reactions and 888 catalyst types from USPTO. Predict which catalyst facilitates the given reaction. Reactant: [F:1][C:2]([C:14]1[CH:19]=[CH:18][C:17]([NH2:20])=[CH:16][CH:15]=1)([C:10]([F:13])([F:12])[F:11])[C:3]([F:9])([F:8])[C:4]([F:7])([F:6])[F:5].[Cl:21]N1C(=O)CCC1=O. Product: [Cl:21][C:16]1[CH:15]=[C:14]([C:2]([F:1])([C:10]([F:11])([F:12])[F:13])[C:3]([F:9])([F:8])[C:4]([F:7])([F:6])[F:5])[CH:19]=[CH:18][C:17]=1[NH2:20]. The catalyst class is: 10.